From a dataset of Full USPTO retrosynthesis dataset with 1.9M reactions from patents (1976-2016). Predict the reactants needed to synthesize the given product. (1) Given the product [CH2:1]([N:9]1[C:8]([B:21]2[O:25][C:24]([CH3:27])([CH3:26])[C:23]([CH3:29])([CH3:28])[O:22]2)=[C:7]([CH3:6])[CH:11]=[N:10]1)[CH3:2], predict the reactants needed to synthesize it. The reactants are: [CH3:1][CH2:2]OCC.[CH3:6][C:7]1[CH:8]=[N:9][NH:10][CH:11]=1.[Li]CCCC.C(O[B:21]1[O:25][C:24]([CH3:27])([CH3:26])[C:23]([CH3:29])([CH3:28])[O:22]1)(C)C. (2) The reactants are: [Cl:1][C:2]1[N:7]=[C:6]2[N:8]([CH2:11][O:12][CH2:13][CH2:14][Si:15]([CH3:18])([CH3:17])[CH3:16])[CH:9]=[CH:10][C:5]2=[C:4]([N+]([O-])=O)[CH:3]=1.C([O-])([O-])=O.[K+].[K+].[OH:28][C:29]1[CH:38]=[CH:37][CH:36]=[C:35]2[C:30]=1[CH:31]=[CH:32][CH:33]=[C:34]2[C:39]([OH:41])=[O:40].Cl. Given the product [Cl:1][C:2]1[N:7]=[C:6]2[N:8]([CH2:11][O:12][CH2:13][CH2:14][Si:15]([CH3:18])([CH3:17])[CH3:16])[CH:9]=[CH:10][C:5]2=[C:4]([O:28][C:29]2[CH:38]=[CH:37][CH:36]=[C:35]3[C:30]=2[CH:31]=[CH:32][CH:33]=[C:34]3[C:39]([OH:41])=[O:40])[CH:3]=1, predict the reactants needed to synthesize it. (3) Given the product [CH3:16][N:1]1[C:10]2[C:5](=[CH:6][CH:7]=[C:8]([C:11]([O:13][CH3:14])=[O:12])[CH:9]=2)[CH2:4][CH2:3][CH2:2]1, predict the reactants needed to synthesize it. The reactants are: [NH:1]1[C:10]2[C:5](=[CH:6][CH:7]=[C:8]([C:11]([O:13][CH3:14])=[O:12])[CH:9]=2)[CH2:4][CH2:3][CH2:2]1.[Li+].[CH3:16][Si]([N-][Si](C)(C)C)(C)C.O1CCCC1.CI. (4) Given the product [Cl:1][C:2]1[CH:7]=[C:6]([NH:22][CH:19]2[CH2:21][CH2:20]2)[N:5]2[N:9]=[CH:10][CH:11]=[C:4]2[N:3]=1, predict the reactants needed to synthesize it. The reactants are: [Cl:1][C:2]1[CH:7]=[C:6](Cl)[N:5]2[N:9]=[CH:10][CH:11]=[C:4]2[N:3]=1.CCN(CC)CC.[CH:19]1([NH2:22])[CH2:21][CH2:20]1. (5) The reactants are: FC(F)(F)S(O[C:7]1[CH2:12][CH2:11][CH:10]([O:13][CH2:14][CH:15]2[CH2:20][CH2:19][N:18]([C:21]([O:23][C:24]([CH3:27])([CH3:26])[CH3:25])=[O:22])[CH2:17][CH2:16]2)[CH2:9][CH:8]=1)(=O)=O.[CH3:30][N:31]([CH3:44])[C:32]([C:34]1[CH:39]=[CH:38][C:37](B(O)O)=[C:36]([F:43])[CH:35]=1)=[O:33].C(=O)([O-])[O-].[Na+].[Na+]. Given the product [CH3:30][N:31]([CH3:44])[C:32]([C:34]1[CH:39]=[CH:38][C:37]([C:7]2[CH2:12][CH2:11][CH:10]([O:13][CH2:14][CH:15]3[CH2:16][CH2:17][N:18]([C:21]([O:23][C:24]([CH3:26])([CH3:27])[CH3:25])=[O:22])[CH2:19][CH2:20]3)[CH2:9][CH:8]=2)=[C:36]([F:43])[CH:35]=1)=[O:33], predict the reactants needed to synthesize it. (6) Given the product [CH3:1][C:2]([CH3:24])([CH3:23])[C:3]#[C:4][C:5]1[S:9][C:8]([C:10]([O:12][CH3:13])=[O:11])=[C:7]([N:14]([C:34](=[O:35])[C:33]2[CH:37]=[CH:38][C:39]([Cl:41])=[CH:40][C:32]=2[Cl:31])[C@H:15]2[CH2:20][CH2:19][CH2:18][N:17]([CH3:21])[C:16]2=[O:22])[CH:6]=1, predict the reactants needed to synthesize it. The reactants are: [CH3:1][C:2]([CH3:24])([CH3:23])[C:3]#[C:4][C:5]1[S:9][C:8]([C:10]([O:12][CH3:13])=[O:11])=[C:7]([NH:14][C@H:15]2[CH2:20][CH2:19][CH2:18][N:17]([CH3:21])[C:16]2=[O:22])[CH:6]=1.N1C=CC=CC=1.[Cl:31][C:32]1[CH:40]=[C:39]([Cl:41])[CH:38]=[CH:37][C:33]=1[C:34](Cl)=[O:35]. (7) Given the product [C:1]([NH:5][C:6]([C:8]1[CH:9]=[C:10]([C:17]2[N:21]([CH2:22][CH:23]3[CH2:24][CH2:25][CH2:26][CH2:27][CH2:28]3)[C:20]([CH3:29])=[C:19]([C:30](=[O:31])[NH:66][CH:67]3[CH2:72][CH2:71][O:70][CH2:69][CH2:68]3)[CH:18]=2)[N:11]2[C:16]=1[CH:15]=[CH:14][CH:13]=[CH:12]2)=[O:7])([CH3:4])([CH3:2])[CH3:3], predict the reactants needed to synthesize it. The reactants are: [C:1]([NH:5][C:6]([C:8]1[CH:9]=[C:10]([C:17]2[N:21]([CH2:22][CH:23]3[CH2:28][CH2:27][CH2:26][CH2:25][CH2:24]3)[C:20]([CH3:29])=[C:19]([C:30](O)=[O:31])[CH:18]=2)[N:11]2[C:16]=1[CH:15]=[CH:14][CH:13]=[CH:12]2)=[O:7])([CH3:4])([CH3:3])[CH3:2].CN(C(ON1N=NC2C=CC=NC1=2)=[N+](C)C)C.F[P-](F)(F)(F)(F)F.CCN(C(C)C)C(C)C.[NH2:66][CH:67]1[CH2:72][CH2:71][O:70][CH2:69][CH2:68]1. (8) Given the product [Br:15][C:16]([F:22])([F:21])[C:17]([F:20])([F:19])[O:8][C:4]1[CH:3]=[C:2]([Br:1])[CH:7]=[CH:6][CH:5]=1, predict the reactants needed to synthesize it. The reactants are: [Br:1][C:2]1[CH:3]=[C:4]([OH:8])[CH:5]=[CH:6][CH:7]=1.[OH-].[K+].CS(C)=O.[Br:15][C:16]([F:22])([F:21])[C:17]([F:20])([F:19])Br. (9) Given the product [F:35][C:36]([F:47])([F:46])[C:37]1[CH:42]=[CH:41][CH:40]=[CH:39][C:38]=1[C:10]1[CH:11]=[CH:2][CH:3]=[C:4]2[C:9]=1[CH2:8][NH:7][CH2:6][CH2:5]2.[F:35][C:36]([F:47])([F:46])[C:37]1[CH:42]=[CH:41][CH:40]=[CH:39][C:38]=1[C:21]1[CH:22]=[C:23]2[C:28](=[CH:19][CH:20]=1)[CH2:27][NH:26][CH2:25][CH2:24]2, predict the reactants needed to synthesize it. The reactants are: Br[C:2]1[CH:3]=[C:4]2[C:9](=[CH:10][CH:11]=1)[CH2:8][N:7](C(=O)C(F)(F)F)[CH2:6][CH2:5]2.Br[C:19]1[CH:20]=[CH:21][CH:22]=[C:23]2[C:28]=1[CH2:27][N:26](C(=O)C(F)(F)F)[CH2:25][CH2:24]2.[F:35][C:36]([F:47])([F:46])[C:37]1[CH:42]=[CH:41][CH:40]=[CH:39][C:38]=1B(O)O. (10) Given the product [N:1]1[CH:6]=[CH:5][CH:4]=[CH:3][C:2]=1[C:7]1[CH:8]=[C:9](/[CH:12]=[CH:22]/[CH:23]=[O:24])[S:10][CH:11]=1, predict the reactants needed to synthesize it. The reactants are: [N:1]1[CH:6]=[CH:5][CH:4]=[CH:3][C:2]=1[C:7]1[CH:8]=[C:9]([CH:12]=O)[S:10][CH:11]=1.N1(C2C=C[C:22]([CH:23]=[O:24])=CC=2)C=CC=N1.